From a dataset of Full USPTO retrosynthesis dataset with 1.9M reactions from patents (1976-2016). Predict the reactants needed to synthesize the given product. (1) The reactants are: [Br:1][C:2]1[C:7]2[N:8]=[C:9]([C:11]3[C:12](=[O:28])[NH:13][CH:14]=[CH:15][C:16]=3[NH:17][CH2:18][C@H:19]([C:21]3[CH:26]=[CH:25][CH:24]=[C:23]([Cl:27])[CH:22]=3)[OH:20])[NH:10][C:6]=2[CH:5]=[C:4]([CH:29]=O)[CH:3]=1.[NH:31]1[CH2:36][CH2:35][O:34][CH2:33][CH2:32]1.[BH3-]C#N.[Na+]. Given the product [Br:1][C:2]1[C:7]2[N:8]=[C:9]([C:11]3[C:12](=[O:28])[NH:13][CH:14]=[CH:15][C:16]=3[NH:17][CH2:18][C@H:19]([C:21]3[CH:26]=[CH:25][CH:24]=[C:23]([Cl:27])[CH:22]=3)[OH:20])[NH:10][C:6]=2[CH:5]=[C:4]([CH2:29][N:31]2[CH2:36][CH2:35][O:34][CH2:33][CH2:32]2)[CH:3]=1, predict the reactants needed to synthesize it. (2) Given the product [Br:1][C:2]1[CH:7]=[CH:6][C:5]([S:8][CH:17]2[CH2:20][CH2:19][CH2:18]2)=[CH:4][C:3]=1[F:9], predict the reactants needed to synthesize it. The reactants are: [Br:1][C:2]1[CH:7]=[CH:6][C:5]([SH:8])=[CH:4][C:3]=1[F:9].C(=O)([O-])[O-].[Cs+].[Cs+].Br[CH:17]1[CH2:20][CH2:19][CH2:18]1.O. (3) Given the product [F:31][C:2]1([F:1])[O:6][C:5]2[CH:7]=[CH:8][C:9]([N:11]([CH2:29][CH3:30])[C:12](=[O:28])[CH2:13][N:14]3[C:26](=[O:27])[C:25]4[C:24]5[CH:23]=[CH:22][CH:21]=[CH:20][C:19]=5[N:18]([CH2:35][C:36]5[CH:41]=[CH:40][CH:39]=[CH:38][N:37]=5)[C:17]=4[CH:16]=[N:15]3)=[CH:10][C:4]=2[O:3]1, predict the reactants needed to synthesize it. The reactants are: [F:1][C:2]1([F:31])[O:6][C:5]2[CH:7]=[CH:8][C:9]([N:11]([CH2:29][CH3:30])[C:12](=[O:28])[CH2:13][N:14]3[C:26](=[O:27])[C:25]4[C:24]5[CH:23]=[CH:22][CH:21]=[CH:20][C:19]=5[NH:18][C:17]=4[CH:16]=[N:15]3)=[CH:10][C:4]=2[O:3]1.[H-].[Na+].Br[CH2:35][C:36]1[CH:41]=[CH:40][CH:39]=[CH:38][N:37]=1.Br. (4) Given the product [Cl:1][C:2]1[C:7]([N:8]2[C:12]([O:13][S:33]([C:36]([F:39])([F:38])[F:37])(=[O:35])=[O:34])=[CH:11][C:10]([C:14]([O:16][CH2:17][CH3:18])=[O:15])=[N:9]2)=[CH:6][CH:5]=[CH:4][N:3]=1, predict the reactants needed to synthesize it. The reactants are: [Cl:1][C:2]1[C:7]([N:8]2[C:12]([OH:13])=[CH:11][C:10]([C:14]([O:16][CH2:17][CH3:18])=[O:15])=[N:9]2)=[CH:6][CH:5]=[CH:4][N:3]=1.C(N(CC)CC)C.C1C=CC(N([S:33]([C:36]([F:39])([F:38])[F:37])(=[O:35])=[O:34])[S:33]([C:36]([F:39])([F:38])[F:37])(=[O:35])=[O:34])=CC=1. (5) Given the product [F:1][C:2]1[C:3]([C:32]2[C:40]3[C:35](=[CH:36][CH:37]=[CH:38][CH:39]=3)[NH:34][CH:33]=2)=[N:4][C:5]([NH:8][C@@H:9]2[CH2:14][CH2:13][CH2:12][C@H:11]([NH:15][C:16]([C:18]3[CH:19]=[CH:20][C:21]([NH:24][C:25](=[O:31])[O:26][C:27]([CH3:30])([CH3:29])[CH3:28])=[CH:22][CH:23]=3)=[O:17])[CH2:10]2)=[N:6][CH:7]=1, predict the reactants needed to synthesize it. The reactants are: [F:1][C:2]1[C:3]([C:32]2[C:40]3[C:35](=[CH:36][CH:37]=[CH:38][CH:39]=3)[N:34](S(C3C=CC=CC=3)(=O)=O)[CH:33]=2)=[N:4][C:5]([NH:8][C@@H:9]2[CH2:14][CH2:13][CH2:12][C@H:11]([NH:15][C:16]([C:18]3[CH:23]=[CH:22][C:21]([NH:24][C:25](=[O:31])[O:26][C:27]([CH3:30])([CH3:29])[CH3:28])=[CH:20][CH:19]=3)=[O:17])[CH2:10]2)=[N:6][CH:7]=1.[OH-].[Na+].O. (6) Given the product [CH3:24][S:25]([O:16][C@@H:13]1[C@H:11]2[C@H:10]([CH2:9][N:8]([CH2:1][C:2]3[CH:3]=[CH:4][CH:5]=[CH:6][CH:7]=3)[CH2:12]2)[CH2:15][CH2:14]1)(=[O:27])=[O:26], predict the reactants needed to synthesize it. The reactants are: [CH2:1]([N:8]1[CH2:12][C@H:11]2[C@@H:13]([OH:16])[CH2:14][CH2:15][C@H:10]2[CH2:9]1)[C:2]1[CH:7]=[CH:6][CH:5]=[CH:4][CH:3]=1.C(N(CC)CC)C.[CH3:24][S:25](Cl)(=[O:27])=[O:26]. (7) Given the product [C:5]1([C:30]2[CH:35]=[CH:34][CH:33]=[CH:32][CH:31]=2)[CH:10]=[CH:9][C:8]([O:11][CH2:12][CH2:13][CH2:14][O:15][C:16]2[CH:21]=[CH:20][C:19]([CH2:22][CH:23]([OH:27])[C:24]([OH:26])=[O:25])=[C:18]([Cl:29])[CH:17]=2)=[CH:7][CH:6]=1, predict the reactants needed to synthesize it. The reactants are: B(Br)(Br)Br.[C:5]1([C:30]2[CH:35]=[CH:34][CH:33]=[CH:32][CH:31]=2)[CH:10]=[CH:9][C:8]([O:11][CH2:12][CH2:13][CH2:14][O:15][C:16]2[CH:21]=[CH:20][C:19]([CH2:22][CH:23]([O:27]C)[C:24]([OH:26])=[O:25])=[C:18]([Cl:29])[CH:17]=2)=[CH:7][CH:6]=1. (8) Given the product [CH2:1]([O:8][N:9]1[C:15](=[O:16])[N:14]2[CH2:17][C@H:10]1[CH2:11][CH2:12][C@H:13]2[C:18]([NH:29][NH:28][C:26]([C:24]1[N:23]=[CH:22][O:21][CH:25]=1)=[O:27])=[O:20])[C:2]1[CH:3]=[CH:4][CH:5]=[CH:6][CH:7]=1, predict the reactants needed to synthesize it. The reactants are: [CH2:1]([O:8][N:9]1[C:15](=[O:16])[N:14]2[CH2:17][C@H:10]1[CH2:11][CH2:12][C@H:13]2[C:18]([OH:20])=O)[C:2]1[CH:7]=[CH:6][CH:5]=[CH:4][CH:3]=1.[O:21]1[CH:25]=[C:24]([C:26]([NH:28][NH2:29])=[O:27])[N:23]=[CH:22]1. (9) The reactants are: [CH:1](=[N:8]/[CH2:9][CH2:10][OH:11])\[C:2]1[CH:7]=[CH:6][CH:5]=[CH:4][CH:3]=1.[BH4-].[Na+]. Given the product [CH2:1]([NH:8][CH2:9][CH2:10][OH:11])[C:2]1[CH:7]=[CH:6][CH:5]=[CH:4][CH:3]=1, predict the reactants needed to synthesize it.